From a dataset of Aqueous solubility values for 9,982 compounds from the AqSolDB database. Regression/Classification. Given a drug SMILES string, predict its absorption, distribution, metabolism, or excretion properties. Task type varies by dataset: regression for continuous measurements (e.g., permeability, clearance, half-life) or binary classification for categorical outcomes (e.g., BBB penetration, CYP inhibition). For this dataset (solubility_aqsoldb), we predict Y. (1) The compound is CC(=O)[CH-]C(C)=O.CC(=O)[CH-]C(C)=O.[Ca+2]. The Y is -1.27 log mol/L. (2) The molecule is C=CC(=O)OCc1c(Br)c(Br)c(Br)c(Br)c1Br. The Y is -7.81 log mol/L. (3) The compound is C1=CC=CCC=C1. The Y is -2.17 log mol/L. (4) The compound is CCOC(=O)N1CC(C)N(C(N)=O)CC1C. The Y is -0.550 log mol/L.